The task is: Predict the reactants needed to synthesize the given product.. This data is from Full USPTO retrosynthesis dataset with 1.9M reactions from patents (1976-2016). (1) Given the product [CH2:1]([C:3]1[CH:4]=[CH:5][C:6]([CH:9]2[CH2:10][CH:11]([C:22]3[O:23][N:34]=[C:32]([C:27]4[CH:28]=[CH:29][CH:30]=[CH:31][C:26]=4[F:25])[N:33]=3)[CH2:12][N:13]([C:15]([N:17]3[CH2:21][CH2:20][CH2:19][CH2:18]3)=[O:16])[CH2:14]2)=[CH:7][CH:8]=1)[CH3:2], predict the reactants needed to synthesize it. The reactants are: [CH2:1]([C:3]1[CH:8]=[CH:7][C:6]([CH:9]2[CH2:14][N:13]([C:15]([N:17]3[CH2:21][CH2:20][CH2:19][CH2:18]3)=[O:16])[CH2:12][CH:11]([C:22](O)=[O:23])[CH2:10]2)=[CH:5][CH:4]=1)[CH3:2].[F:25][C:26]1[CH:31]=[CH:30][CH:29]=[CH:28][C:27]=1[C:32](=[N:34]O)[NH2:33]. (2) Given the product [Cl:49][C:45]1[CH:44]=[C:43]([CH:48]=[CH:47][CH:46]=1)[CH2:42][N:13]1[C:14]2[C:19](=[CH:18][CH:17]=[C:16]([C:32]3[CH:37]=[CH:36][C:35]([O:38][CH:39]([CH3:41])[CH3:40])=[CH:34][CH:33]=3)[CH:15]=2)[C:20]([NH:21][C:22](=[O:31])[C:23]2[CH:28]=[CH:27][C:26]([O:29][CH3:30])=[CH:25][CH:24]=2)=[C:12]1[CH2:10][OH:9], predict the reactants needed to synthesize it. The reactants are: [H-].[H-].[H-].[H-].[Li+].[Al+3].C([O:9][C:10]([C:12]1[N:13]([CH2:42][C:43]2[CH:48]=[CH:47][CH:46]=[C:45]([Cl:49])[CH:44]=2)[C:14]2[C:19]([C:20]=1[NH:21][C:22](=[O:31])[C:23]1[CH:28]=[CH:27][C:26]([O:29][CH3:30])=[CH:25][CH:24]=1)=[CH:18][CH:17]=[C:16]([C:32]1[CH:37]=[CH:36][C:35]([O:38][CH:39]([CH3:41])[CH3:40])=[CH:34][CH:33]=1)[CH:15]=2)=O)C.Cl.